Predict the product of the given reaction. From a dataset of Forward reaction prediction with 1.9M reactions from USPTO patents (1976-2016). The product is: [N:27]1([C:32]2[N:33]=[CH:34][C:35]([C:2]3[N:3]=[C:4]4[C:9](=[CH:10][CH:11]=3)[N:8]=[CH:7][C:6]3[CH:12]=[CH:13][C:14](=[O:26])[N:15]([C:16]5[CH:21]=[CH:20][CH:19]=[C:18]([C:22]([F:23])([F:24])[F:25])[CH:17]=5)[C:5]4=3)=[CH:36][CH:37]=2)[CH2:28][CH2:29][CH2:30][CH2:31]1. Given the reactants Cl[C:2]1[N:3]=[C:4]2[C:9](=[CH:10][CH:11]=1)[N:8]=[CH:7][C:6]1[CH:12]=[CH:13][C:14](=[O:26])[N:15]([C:16]3[CH:21]=[CH:20][CH:19]=[C:18]([C:22]([F:25])([F:24])[F:23])[CH:17]=3)[C:5]2=1.[N:27]1([C:32]2[CH:37]=[CH:36][C:35](B3OC(C)(C)C(C)(C)O3)=[CH:34][N:33]=2)[CH2:31][CH2:30][CH2:29][CH2:28]1.CC1(C)C(C)(C)OB(C2C=CC(N)=NC=2)O1, predict the reaction product.